From a dataset of Forward reaction prediction with 1.9M reactions from USPTO patents (1976-2016). Predict the product of the given reaction. (1) Given the reactants C([O:8][C:9]1[CH:10]=[CH:11][C:12]([CH3:41])=[C:13]([C:15]([N:17]2[CH2:22][CH2:21][CH:20]([N:23]3[C:27](=[O:28])[C:26]([CH3:30])([CH3:29])[C:25]([C:31]4[CH:36]=[CH:35][C:34]([O:37][CH3:38])=[C:33]([O:39][CH3:40])[CH:32]=4)=[N:24]3)[CH2:19][CH2:18]2)=[O:16])[CH:14]=1)C1C=CC=CC=1.C([O-])=O.[NH4+], predict the reaction product. The product is: [CH3:40][O:39][C:33]1[CH:32]=[C:31]([C:25]2[C:26]([CH3:30])([CH3:29])[C:27](=[O:28])[N:23]([CH:20]3[CH2:21][CH2:22][N:17]([C:15]([C:13]4[CH:14]=[C:9]([OH:8])[CH:10]=[CH:11][C:12]=4[CH3:41])=[O:16])[CH2:18][CH2:19]3)[N:24]=2)[CH:36]=[CH:35][C:34]=1[O:37][CH3:38]. (2) The product is: [O:2]1[C:6]2[CH:7]=[CH:8][CH:9]=[C:10]([CH:11]3[CH2:16][CH2:15][N:14]([CH2:17][CH2:18][C@H:19]4[CH2:20][CH2:21][C@H:22]([NH:25][C:29](=[O:30])[CH2:28][O:27][CH3:26])[CH2:23][CH2:24]4)[CH2:13][CH2:12]3)[C:5]=2[O:4][CH2:3]1. Given the reactants Cl.[O:2]1[C:6]2[CH:7]=[CH:8][CH:9]=[C:10]([CH:11]3[CH2:16][CH2:15][N:14]([CH2:17][CH2:18][C@H:19]4[CH2:24][CH2:23][C@H:22]([NH2:25])[CH2:21][CH2:20]4)[CH2:13][CH2:12]3)[C:5]=2[O:4][CH2:3]1.[CH3:26][O:27][CH2:28][C:29](O)=[O:30], predict the reaction product. (3) Given the reactants [OH:1][C:2]1[CH:7]=[CH:6][C:5]([CH:8]([NH2:10])[CH3:9])=[CH:4][CH:3]=1.[C:11](O[C:11]([O:13][C:14]([CH3:17])([CH3:16])[CH3:15])=[O:12])([O:13][C:14]([CH3:17])([CH3:16])[CH3:15])=[O:12], predict the reaction product. The product is: [OH:1][C:2]1[CH:7]=[CH:6][C:5]([CH:8]([NH:10][C:11](=[O:12])[O:13][C:14]([CH3:17])([CH3:16])[CH3:15])[CH3:9])=[CH:4][CH:3]=1. (4) Given the reactants C(N)CO[CH2:4][CH2:5][NH2:6].O=[CH:9][C@@H:10]([C@H:12]([C@@H:14]([C@@H:16]([C:18](O)=O)O)O)O)O.C[N:22]([CH:24]=O)C, predict the reaction product. The product is: [CH2:9]1[CH2:18][CH2:16][CH:14]([N:22]=[C:24]=[N:6][CH:5]2[CH2:4][CH2:14][CH2:12][CH2:10][CH2:9]2)[CH2:12][CH2:10]1. (5) Given the reactants [CH2:1]([N:5]([S:15]([C:18]1[CH:23]=[CH:22][C:21]([CH3:24])=[CH:20][CH:19]=1)(=[O:17])=[O:16])[C@H:6]([C:12]([OH:14])=[O:13])[CH2:7][CH2:8][CH2:9][CH2:10][NH2:11])[CH:2]([CH3:4])[CH3:3].[C:25]([NH:31][C@H:32]([C:37](O)=[O:38])[CH2:33][C:34](=[O:36])[NH2:35])(=[O:30])[C:26]([CH3:29])([CH3:28])[CH3:27], predict the reaction product. The product is: [CH3:24][C:21]1[CH:22]=[CH:23][C:18]([S:15]([N:5]([C@H:6]([C:12]([OH:14])=[O:13])[CH2:7][CH2:8][CH2:9][CH2:10][NH:11][C:37]([C@@H:32]([NH:31][C:25]([C:26]([CH3:29])([CH3:28])[CH3:27])=[O:30])[CH2:33][C:34]([NH2:35])=[O:36])=[O:38])[CH2:1][CH:2]([CH3:3])[CH3:4])(=[O:17])=[O:16])=[CH:19][CH:20]=1. (6) Given the reactants [C:1]([NH:4][C:5]1[CH:10]=[C:9]([NH:11][C:12]([C:14]2[C:15]([NH2:21])=[N:16][CH:17]=[C:18](Br)[CH:19]=2)=[O:13])[CH:8]=[CH:7][N:6]=1)(=[O:3])[CH3:2].[N:22]1([CH2:28][C:29]2[S:33][C:32](B3OC(C)(C)C(C)(C)O3)=[CH:31][CH:30]=2)[CH2:27][CH2:26][O:25][CH2:24][CH2:23]1, predict the reaction product. The product is: [C:1]([NH:4][C:5]1[CH:10]=[C:9]([NH:11][C:12](=[O:13])[C:14]2[CH:19]=[C:18]([C:32]3[S:33][C:29]([CH2:28][N:22]4[CH2:23][CH2:24][O:25][CH2:26][CH2:27]4)=[CH:30][CH:31]=3)[CH:17]=[N:16][C:15]=2[NH2:21])[CH:8]=[CH:7][N:6]=1)(=[O:3])[CH3:2]. (7) The product is: [CH3:15][C:13]1([CH3:14])[O:17][C:9](=[O:8])[NH:10][CH2:11][CH2:12]1. Given the reactants C([O:8][C:9](=[O:17])[NH:10][CH2:11][CH2:12][C:13](O)([CH3:15])[CH3:14])C1C=CC=CC=1.[H-].[Na+].C([O-])(O)=O.[Na+], predict the reaction product. (8) Given the reactants [CH3:1][CH2:2][N:3]([CH2:6][CH2:7][NH:8][C:9]([C:11]1[C:15]([CH3:16])=[C:14](/[CH:17]=[C:18]2/[C:19]3[CH:24]=[C:23]([F:25])[CH:22]=[CH:21][C:20]=3[NH:26][C:27]/2=[O:28])[NH:13][C:12]=1[CH3:29])=[O:10])[CH2:4][CH3:5].[C:30]([OH:33])(=[O:32])[CH3:31].C(O)C, predict the reaction product. The product is: [CH3:1][CH2:2][N:3]([CH2:6][CH2:7][NH:8][C:9]([C:11]1[C:15]([CH3:16])=[C:14](/[CH:17]=[C:18]2/[C:19]3[CH:24]=[C:23]([F:25])[CH:22]=[CH:21][C:20]=3[NH:26][C:27]/2=[O:28])[NH:13][C:12]=1[CH3:29])=[O:10])[CH2:4][CH3:5].[C:30]([O-:33])(=[O:32])[CH3:31]. (9) Given the reactants [F:1][C:2]1[CH:7]=[CH:6][C:5]([C:8]2[S:9][CH:10]=[C:11]([C:13]([CH3:20])([CH3:19])[C:14]([O:16]CC)=[O:15])[N:12]=2)=[CH:4][CH:3]=1.O.[OH-].[Li+], predict the reaction product. The product is: [F:1][C:2]1[CH:3]=[CH:4][C:5]([C:8]2[S:9][CH:10]=[C:11]([C:13]([CH3:20])([CH3:19])[C:14]([OH:16])=[O:15])[N:12]=2)=[CH:6][CH:7]=1.